This data is from Forward reaction prediction with 1.9M reactions from USPTO patents (1976-2016). The task is: Predict the product of the given reaction. Given the reactants [NH2:1][C@H:2]([C:5]1[CH:14]=[CH:13][C:12]2[C:7](=[CH:8][CH:9]=[CH:10][CH:11]=2)[CH:6]=1)[CH2:3][OH:4].[C:15]1([CH:21]2[CH2:23][CH:22]2[C:24](O)=[O:25])[CH:20]=[CH:19][CH:18]=[CH:17][CH:16]=1.CCN=C=NCCCN(C)C.Cl.C(N(CC)CC)C, predict the reaction product. The product is: [OH:4][CH2:3][CH:2]([NH:1][C:24]([CH:22]1[CH2:23][CH:21]1[C:15]1[CH:20]=[CH:19][CH:18]=[CH:17][CH:16]=1)=[O:25])[C:5]1[CH:14]=[CH:13][C:12]2[C:7](=[CH:8][CH:9]=[CH:10][CH:11]=2)[CH:6]=1.